Dataset: NCI-60 drug combinations with 297,098 pairs across 59 cell lines. Task: Regression. Given two drug SMILES strings and cell line genomic features, predict the synergy score measuring deviation from expected non-interaction effect. (1) Drug 1: CC(CN1CC(=O)NC(=O)C1)N2CC(=O)NC(=O)C2. Drug 2: C#CCC(CC1=CN=C2C(=N1)C(=NC(=N2)N)N)C3=CC=C(C=C3)C(=O)NC(CCC(=O)O)C(=O)O. Cell line: LOX IMVI. Synergy scores: CSS=21.3, Synergy_ZIP=-14.0, Synergy_Bliss=-21.9, Synergy_Loewe=-21.3, Synergy_HSA=-20.2. (2) Drug 1: CCC(=C(C1=CC=CC=C1)C2=CC=C(C=C2)OCCN(C)C)C3=CC=CC=C3.C(C(=O)O)C(CC(=O)O)(C(=O)O)O. Drug 2: C1CC(=O)NC(=O)C1N2C(=O)C3=CC=CC=C3C2=O. Cell line: HCT116. Synergy scores: CSS=-3.69, Synergy_ZIP=3.19, Synergy_Bliss=2.62, Synergy_Loewe=-0.967, Synergy_HSA=-1.58. (3) Drug 1: CCN(CC)CCNC(=O)C1=C(NC(=C1C)C=C2C3=C(C=CC(=C3)F)NC2=O)C. Drug 2: C1CC(CCC1OC2=C(C(=CC=C2)Cl)F)(CC3=NC(=CC=C3)NC4=NC=CS4)C(=O)O. Cell line: OVCAR3. Synergy scores: CSS=15.5, Synergy_ZIP=-1.58, Synergy_Bliss=3.35, Synergy_Loewe=0.920, Synergy_HSA=4.35. (4) Drug 1: CC1=C(C(CCC1)(C)C)C=CC(=CC=CC(=CC(=O)O)C)C. Drug 2: CCCCC(=O)OCC(=O)C1(CC(C2=C(C1)C(=C3C(=C2O)C(=O)C4=C(C3=O)C=CC=C4OC)O)OC5CC(C(C(O5)C)O)NC(=O)C(F)(F)F)O. Cell line: UACC62. Synergy scores: CSS=66.6, Synergy_ZIP=4.84, Synergy_Bliss=3.93, Synergy_Loewe=-0.788, Synergy_HSA=5.24. (5) Drug 1: C1CCC(CC1)NC(=O)N(CCCl)N=O. Drug 2: CCCS(=O)(=O)NC1=C(C(=C(C=C1)F)C(=O)C2=CNC3=C2C=C(C=N3)C4=CC=C(C=C4)Cl)F. Cell line: K-562. Synergy scores: CSS=9.06, Synergy_ZIP=3.22, Synergy_Bliss=2.20, Synergy_Loewe=-30.6, Synergy_HSA=-0.0630. (6) Drug 1: CS(=O)(=O)C1=CC(=C(C=C1)C(=O)NC2=CC(=C(C=C2)Cl)C3=CC=CC=N3)Cl. Drug 2: C1=CC(=C2C(=C1NCCNCCO)C(=O)C3=C(C=CC(=C3C2=O)O)O)NCCNCCO. Cell line: HL-60(TB). Synergy scores: CSS=79.6, Synergy_ZIP=6.49, Synergy_Bliss=6.91, Synergy_Loewe=-9.91, Synergy_HSA=5.85. (7) Drug 1: CN(C)N=NC1=C(NC=N1)C(=O)N. Drug 2: C1=CC=C(C=C1)NC(=O)CCCCCCC(=O)NO. Cell line: ACHN. Synergy scores: CSS=6.39, Synergy_ZIP=-7.39, Synergy_Bliss=-9.46, Synergy_Loewe=-12.3, Synergy_HSA=-8.07. (8) Drug 1: C1CN1C2=NC(=NC(=N2)N3CC3)N4CC4. Drug 2: C1=CC(=CC=C1CCCC(=O)O)N(CCCl)CCCl. Cell line: K-562. Synergy scores: CSS=26.1, Synergy_ZIP=-2.37, Synergy_Bliss=-2.02, Synergy_Loewe=-13.2, Synergy_HSA=-2.01. (9) Drug 1: CS(=O)(=O)C1=CC(=C(C=C1)C(=O)NC2=CC(=C(C=C2)Cl)C3=CC=CC=N3)Cl. Drug 2: CCC1=CC2CC(C3=C(CN(C2)C1)C4=CC=CC=C4N3)(C5=C(C=C6C(=C5)C78CCN9C7C(C=CC9)(C(C(C8N6C)(C(=O)OC)O)OC(=O)C)CC)OC)C(=O)OC.C(C(C(=O)O)O)(C(=O)O)O. Cell line: UACC-257. Synergy scores: CSS=42.7, Synergy_ZIP=8.38, Synergy_Bliss=11.8, Synergy_Loewe=0.370, Synergy_HSA=10.1.